From a dataset of Full USPTO retrosynthesis dataset with 1.9M reactions from patents (1976-2016). Predict the reactants needed to synthesize the given product. (1) The reactants are: [F:1][C:2]([F:20])([F:19])[C:3]1[CH:8]=[CH:7][C:6]([NH:9][C:10]2[N:11]=[CH:12][C:13]([CH:16](O)[CH3:17])=[N:14][CH:15]=2)=[CH:5][CH:4]=1.C1C=CC(OP(OC2C=CC=CC=2)([N:30]=[N+:31]=[N-:32])=O)=CC=1.C1CCN2C(=NCCC2)CC1. Given the product [N:30]([CH:16]([C:13]1[N:14]=[CH:15][C:10]([NH:9][C:6]2[CH:7]=[CH:8][C:3]([C:2]([F:20])([F:19])[F:1])=[CH:4][CH:5]=2)=[N:11][CH:12]=1)[CH3:17])=[N+:31]=[N-:32], predict the reactants needed to synthesize it. (2) Given the product [ClH:12].[NH2:1][C@H:2]([C:6]([O:8][CH3:9])=[O:7])[CH2:3][CH2:4][CH3:5], predict the reactants needed to synthesize it. The reactants are: [NH2:1][C@H:2]([C:6]([OH:8])=[O:7])[CH2:3][CH2:4][CH3:5].[C:9]([Cl:12])(=O)C.